Predict the reaction yield, written as a fraction of the theoretical maximum amount of product (1.0 means a 100% yield; for example, 0.34 means a 34% yield). From a dataset of Reaction yield outcomes from USPTO patents with 853,638 reactions. (1) The reactants are [Cl-:1].[Mn+2:2].[Cl-].[CH3:4][N:5]1[CH2:18][CH2:17][CH2:16][NH:15][CH2:14][CH2:13][N:12]([CH3:19])[CH2:11][CH2:10][CH2:9][NH:8][CH2:7][CH2:6]1.[C:20]1([B-:26]([C:39]2[CH:44]=[CH:43][CH:42]=[CH:41][CH:40]=2)([C:33]2[CH:38]=[CH:37][CH:36]=[CH:35][CH:34]=2)[C:27]2[CH:32]=[CH:31][CH:30]=[CH:29][CH:28]=2)[CH:25]=[CH:24][CH:23]=[CH:22][CH:21]=1.[Na+]. The yield is 0.886. The product is [C:39]1([B-:26]([C:20]2[CH:21]=[CH:22][CH:23]=[CH:24][CH:25]=2)([C:27]2[CH:28]=[CH:29][CH:30]=[CH:31][CH:32]=2)[C:33]2[CH:38]=[CH:37][CH:36]=[CH:35][CH:34]=2)[CH:40]=[CH:41][CH:42]=[CH:43][CH:44]=1.[Cl-:1].[Mn+2:2].[CH3:19][N:12]1[CH2:11][CH2:10][CH2:9][NH:8][CH2:7][CH2:6][N:5]([CH3:4])[CH2:18][CH2:17][CH2:16][NH:15][CH2:14][CH2:13]1. The catalyst is CO. (2) The reactants are C([O:3][C:4]([C:6]1([C:9]2[CH:14]=[CH:13][C:12]([C:15]3[CH:20]=[CH:19][C:18]([C:21]4[S:22][C:23]([Cl:39])=[CH:24][C:25]=4[NH:26][C:27]([O:29][C@@H:30]([C:32]4[CH:37]=[CH:36][C:35]([F:38])=[CH:34][CH:33]=4)[CH3:31])=[O:28])=[CH:17][CH:16]=3)=[CH:11][CH:10]=2)[CH2:8][CH2:7]1)=[O:5])C.[OH-].[Na+].Cl. The catalyst is C(O)(C)C. The product is [Cl:39][C:23]1[S:22][C:21]([C:18]2[CH:19]=[CH:20][C:15]([C:12]3[CH:11]=[CH:10][C:9]([C:6]4([C:4]([OH:5])=[O:3])[CH2:8][CH2:7]4)=[CH:14][CH:13]=3)=[CH:16][CH:17]=2)=[C:25]([NH:26][C:27]([O:29][C@@H:30]([C:32]2[CH:33]=[CH:34][C:35]([F:38])=[CH:36][CH:37]=2)[CH3:31])=[O:28])[CH:24]=1. The yield is 0.590. (3) The reactants are C[Si]([N-][Si](C)(C)C)(C)C.[Li+].[C:11]([C:14]1[CH:15]=[C:16]([CH:21]=[C:22]([Br:25])[C:23]=1[OH:24])[C:17]([O:19][CH3:20])=[O:18])(=[O:13])[CH3:12].[N:26]1([C:32](Cl)=[O:33])[CH2:31][CH2:30][O:29][CH2:28][CH2:27]1.Cl. The catalyst is C1COCC1.O.C(Cl)Cl. The product is [Br:25][C:22]1[CH:21]=[C:16]([CH:15]=[C:14]([C:11](=[O:13])[CH2:12][C:32]([N:26]2[CH2:31][CH2:30][O:29][CH2:28][CH2:27]2)=[O:33])[C:23]=1[OH:24])[C:17]([O:19][CH3:20])=[O:18]. The yield is 0.900.